This data is from Full USPTO retrosynthesis dataset with 1.9M reactions from patents (1976-2016). The task is: Predict the reactants needed to synthesize the given product. (1) Given the product [Cl:1][C:2]1[CH:3]=[C:4]([S:8]([NH:11][C:12]2[CH:20]=[CH:19][C:15]([C:16]([O:18][CH2:27][CH:24]3[CH2:25][CH2:26][O:22][CH2:23]3)=[O:17])=[C:14]([OH:21])[CH:13]=2)(=[O:9])=[O:10])[S:5][C:6]=1[Cl:7], predict the reactants needed to synthesize it. The reactants are: [Cl:1][C:2]1[CH:3]=[C:4]([S:8]([NH:11][C:12]2[CH:20]=[CH:19][C:15]([C:16]([OH:18])=[O:17])=[C:14]([OH:21])[CH:13]=2)(=[O:10])=[O:9])[S:5][C:6]=1[Cl:7].[O:22]1[CH2:26][CH2:25][CH:24]([CH2:27]O)[CH2:23]1. (2) Given the product [C:18]1([C:2]2[CH:7]=[C:6]([F:8])[CH:5]=[CH:4][C:3]=2[OH:9])[CH:23]=[CH:22][CH:21]=[CH:20][CH:19]=1, predict the reactants needed to synthesize it. The reactants are: Br[C:2]1[CH:7]=[C:6]([F:8])[CH:5]=[CH:4][C:3]=1[OH:9].P([O-])([O-])([O-])=O.[K+].[K+].[K+].[C:18]1(B(O)O)[CH:23]=[CH:22][CH:21]=[CH:20][CH:19]=1.C1(P(C2C=CC=CC=2)C2C=CC=CC=2)C=CC=CC=1. (3) Given the product [F:22][C:2]([F:1])([F:23])[C:3]1[CH:4]=[C:5]([C:9]2[CH:18]=[CH:17][C:16]3[C:11](=[C:12]([CH2:19][OH:20])[CH:13]=[CH:14][CH:15]=3)[N:10]=2)[CH:6]=[CH:7][CH:8]=1, predict the reactants needed to synthesize it. The reactants are: [F:1][C:2]([F:23])([F:22])[C:3]1[CH:4]=[C:5]([C:9]2[CH:18]=[CH:17][C:16]3[C:11](=[C:12]([C:19](O)=[O:20])[CH:13]=[CH:14][CH:15]=3)[N:10]=2)[CH:6]=[CH:7][CH:8]=1.[H-].[H-].[H-].[H-].[Li+].[Al+3]. (4) Given the product [Cl:1][C:2]1[O:6][C:5]([CH2:7][C:8]2[CH:13]=[CH:12][C:11]([CH2:14][C:15]3[CH:25]=[C:24]([C:26]4[CH:27]=[CH:28][C:29]([NH2:32])=[N:30][CH:31]=4)[O:17][N:16]=3)=[CH:10][CH:9]=2)=[CH:4][CH:3]=1, predict the reactants needed to synthesize it. The reactants are: [Cl:1][C:2]1[O:6][C:5]([CH2:7][C:8]2[CH:13]=[CH:12][C:11]([CH2:14][C:15](Cl)=[N:16][OH:17])=[CH:10][CH:9]=2)=[CH:4][CH:3]=1.O1CCCC1.[C:24]([C:26]1[CH:27]=[CH:28][C:29]([NH2:32])=[N:30][CH:31]=1)#[CH:25].C(N(CC)CC)C. (5) Given the product [F:1][C:2]1[CH:3]=[C:4]([CH2:10][CH2:11][C:12]([O:14][CH2:15][CH3:16])=[O:13])[CH:5]=[C:6]([F:9])[C:7]=1[OH:8], predict the reactants needed to synthesize it. The reactants are: [F:1][C:2]1[CH:3]=[C:4](/[CH:10]=[CH:11]/[C:12]([O:14][CH2:15][CH3:16])=[O:13])[CH:5]=[C:6]([F:9])[C:7]=1[OH:8].[H][H].